Task: Predict which catalyst facilitates the given reaction.. Dataset: Catalyst prediction with 721,799 reactions and 888 catalyst types from USPTO (1) Reactant: [CH3:1][O:2][C:3](=[O:16])[CH2:4][CH:5]1[C:9]2[C:10]([CH3:15])=[CH:11][C:12]([OH:14])=[CH:13][C:8]=2[O:7][CH2:6]1.[F:17][C:18]([F:30])([F:29])[C:19]1[CH:27]=[CH:26][CH:25]=[C:24]2[C:20]=1[CH2:21][CH2:22][C@@H:23]2O.C1(P(C2C=CC=CC=2)C2C=CC=CC=2)C=CC=CC=1.C(OC(N=NC(OC(C)(C)C)=O)=O)(C)(C)C. Product: [CH3:1][O:2][C:3](=[O:16])[CH2:4][CH:5]1[C:9]2[C:10]([CH3:15])=[CH:11][C:12]([O:14][C@H:23]3[C:24]4[C:20](=[C:19]([C:18]([F:17])([F:29])[F:30])[CH:27]=[CH:26][CH:25]=4)[CH2:21][CH2:22]3)=[CH:13][C:8]=2[O:7][CH2:6]1. The catalyst class is: 7. (2) Reactant: [Na].[CH3:2]I.[Cl:4][C:5]1[CH:24]=[C:23]([Cl:25])[CH:22]=[CH:21][C:6]=1[CH2:7][C:8]1[C:16]2[C:11](=[CH:12][CH:13]=[C:14]([C:17]([O:19][CH3:20])=[O:18])[CH:15]=2)[NH:10][CH:9]=1. Product: [Cl:4][C:5]1[CH:24]=[C:23]([Cl:25])[CH:22]=[CH:21][C:6]=1[CH2:7][C:8]1[C:16]2[C:11](=[CH:12][CH:13]=[C:14]([C:17]([O:19][CH3:20])=[O:18])[CH:15]=2)[N:10]([CH3:2])[CH:9]=1. The catalyst class is: 9. (3) Reactant: C([O:3][C:4](=[O:18])[CH2:5][C:6]1[NH:15][C:14]2[C:9](=[N:10][CH:11]=[CH:12][CH:13]=2)[S:8](=[O:17])(=[O:16])[N:7]=1)C.[OH-].[Na+:20]. Product: [Na+:20].[O:17]=[S:8]1(=[O:16])[C:9]2[C:14](=[CH:13][CH:12]=[CH:11][N:10]=2)[NH:15][C:6]([CH2:5][C:4]([O-:18])=[O:3])=[N:7]1. The catalyst class is: 24. (4) Product: [C:8]1([C:2]([N:14]2[CH2:19][CH2:18][CH2:17][CH2:16][CH2:15]2)([CH3:7])[C:3]([O:5][CH3:6])=[O:4])[CH:13]=[CH:12][CH:11]=[CH:10][CH:9]=1. The catalyst class is: 10. Reactant: Br[C:2]([C:8]1[CH:13]=[CH:12][CH:11]=[CH:10][CH:9]=1)([CH3:7])[C:3]([O:5][CH3:6])=[O:4].[NH:14]1[CH2:19][CH2:18][CH2:17][CH2:16][CH2:15]1. (5) Reactant: CC(=C(C)C)C.[C:7]1([C:13]2[C:14]3[CH:15]=[CH:16][CH:17]=[N:18][C:19]=3[CH2:20][CH2:21][CH:22]=2)[CH:12]=[CH:11][CH:10]=[CH:9][CH:8]=1.[OH:23]O.[OH-].[Na+]. Product: [C:7]1([C@H:13]2[C@H:22]([OH:23])[CH2:21][CH2:20][C:19]3[N:18]=[CH:17][CH:16]=[CH:15][C:14]2=3)[CH:8]=[CH:9][CH:10]=[CH:11][CH:12]=1. The catalyst class is: 1.